Dataset: Full USPTO retrosynthesis dataset with 1.9M reactions from patents (1976-2016). Task: Predict the reactants needed to synthesize the given product. The reactants are: [C:1]([O:5][C:6]([N:8]1[CH2:12][CH2:11][CH:10]([NH:13]C(C2SC=CC=2NC2C=CN=C3NC=CC=23)=O)[CH2:9]1)=[O:7])([CH3:4])([CH3:3])[CH3:2].C(N1CCCC(N)C1)(OC(C)(C)C)=O.[NH:45]1[C:49]2=[N:50][CH:51]=[CH:52][C:53]([NH:54][C:55]3[S:56][CH:57]=[CH:58][C:59]=3[C:60]([OH:62])=O)=[C:48]2[CH:47]=[CH:46]1. Given the product [C:1]([O:5][C:6]([N:8]1[CH2:12][CH2:11][CH:10]([NH:13][C:60]([C:59]2[CH:58]=[CH:57][S:56][C:55]=2[NH:54][C:53]2[CH:52]=[CH:51][N:50]=[C:49]3[NH:45][CH:46]=[CH:47][C:48]=23)=[O:62])[CH2:9]1)=[O:7])([CH3:4])([CH3:2])[CH3:3], predict the reactants needed to synthesize it.